From a dataset of Blood-brain barrier permeability classification from the B3DB database. Regression/Classification. Given a drug SMILES string, predict its absorption, distribution, metabolism, or excretion properties. Task type varies by dataset: regression for continuous measurements (e.g., permeability, clearance, half-life) or binary classification for categorical outcomes (e.g., BBB penetration, CYP inhibition). Dataset: b3db_classification. (1) The drug is COC(=O)C[C@H](CC(C)C)c1c(O)c(C(=O)OC)c[nH]c1=O. The result is 1 (penetrates BBB). (2) The molecule is CC(C)[C@H](CCCCCC(=O)O)NCc1ccc(F)cc1. The result is 1 (penetrates BBB). (3) The drug is c1ccc2c(c1)CCN1CCNC[C@@H]21. The result is 1 (penetrates BBB). (4) The compound is CC(=O)OCC(=O)[C@@]1(O)CC[C@H]2[C@@H]3CCC4=CC(=O)CC[C@]4(C)[C@H]3C(=O)C[C@@]21C. The result is 1 (penetrates BBB). (5) The compound is C#Cc1cccc(Nc2ncnc3cc(OCCOC)c(OCCOC)cc23)c1. The result is 1 (penetrates BBB). (6) The molecule is O[C@](C1=NCCN1)(c1ccc(Cl)cc1)c1ccccn1. The result is 1 (penetrates BBB). (7) The drug is CNCCC[C@]1(c2ccccc2)SC(C)(C)c2ccccc21. The result is 1 (penetrates BBB). (8) The compound is [N-]=[N+]=NCC(=O)N[C@H](CO)[C@H](O)c1ccc([N+](=O)[O-])cc1. The result is 1 (penetrates BBB). (9) The compound is CN1CCN(CCC=C2c3ccccc3Sc3ccc(S(=O)(=O)N(C)C)cc32)CC1. The result is 1 (penetrates BBB). (10) The molecule is CN(C)CCC(c1ccc(Br)cc1)c1ccccn1. The result is 1 (penetrates BBB).